From a dataset of Experimentally validated miRNA-target interactions with 360,000+ pairs, plus equal number of negative samples. Binary Classification. Given a miRNA mature sequence and a target amino acid sequence, predict their likelihood of interaction. (1) The miRNA is hsa-miR-4756-3p with sequence CCAGAGAUGGUUGCCUUCCUAU. The protein sequence of the target gene is MEDVNSNVNADQEVRKLQELVKKLEKQNEQLRSRSGAVQGAGSLGPGSPVRAGASIPSSGAASPRGFPLGLSAKSGGGPGSGPRRTSSEELRDATSLLAAGEGGLLDEVEPLRPDELERLSGWEEEEESWLYSSPKKKLTPMQKSVSPLVWCRQVLDYPSPDVECAKKSLIHKLDQTMSALKRQNLYNNPFNSMSYTSPYSPNASSPYSSGFNSPSSTPVRPPIVKQLILPGNSGNLKSSDRNPPLSPQSSIDSELSASELDEDSIGSNYKLNDVTDVQILARMQEESLRQEYAATTSRR.... Result: 1 (interaction). (2) The miRNA is hsa-miR-4775 with sequence UUAAUUUUUUGUUUCGGUCACU. The protein sequence of the target gene is MAGSDTAPFLSQADDPDDGPVPGTPGLPGSTGNPKSEEPEVPDQEGLQRITGLSPGRSALIVAVLCYINLLNYMDRFTVAGVLPDIEQFFNIGDSSSGLIQTVFISSYMVLAPVFGYLGDRYNRKYLMCGGIAFWSLVTLGSSFIPGEHFWLLLLTRGLVGVGEASYSTIAPTLIADLFVADQRSRMLSIFYFAIPVGSGLGYIAGSKVKDMAGDWHWALRVTPGLGVVAVLLLFLVVREPPRGAVERHSDLPPLNPTSWWADLRALARNPSFVLSSLGFTAVAFVTGSLALWAPAFLLR.... Result: 1 (interaction). (3) The miRNA is hsa-miR-625-3p with sequence GACUAUAGAACUUUCCCCCUCA. The protein sequence of the target gene is MSSLPRRAKVQVQDVVLKDEFSSFSELSSASEEDDKEDSAWEPQKKVPRSRKQPPPKESKPKRMPRVKKNAPQISDGSEVVVVKEELNSSVAIADTALEDRKNKLDTVQTLKTAKTKQKCAAQPHTVRRTKKLKVEEETSKASNLEGESNSSETPSTSTVWGGTCKKEENDDDFTFGQSALKKIKTETYPQGQPVKFPANANSTKEEVEMNWDMVQVLSERTNIEPWVCANIIRLFNDDNTIPFIIRYRKELINNLDADSLREVQQTLEELRAVAKKVHSTIQKIKKEGKMSECLLKAML.... Result: 0 (no interaction). (4) The protein sequence of the target gene is MASTDYSTYSQAAAQQGYSAYTAQPTQGYAQTTQAYGQQSYGTYGQPTDVSYTQAQTTATYGQTAYATSYGQPPTGYTTPTAPQAYSQPVQGYGTGAYDTTTATVTTTQASYAAQSAYGTQPAYPAYGQQPAATAPTRPQDGNKPTETSQPQSSTGGYNQPSLGYGQSNYSYPQVPGSYPMQPVTAPPSYPPTSYSSTQPTSYDQSSYSQQNTYGQPSSYGQQSSYGQQSSYGQQPPTSYPPQTGSYSQAPSQYSQQSSSYGQQSSFRQDHPSSMGVYGQESGGFSGPGENRSMSGPDNR.... Result: 1 (interaction). The miRNA is hsa-let-7a-5p with sequence UGAGGUAGUAGGUUGUAUAGUU.